Dataset: Forward reaction prediction with 1.9M reactions from USPTO patents (1976-2016). Task: Predict the product of the given reaction. (1) Given the reactants [H-].[Na+].[OH:3][CH:4]([CH3:24])[CH:5]([N:7]1[C:11]2=[N:12][CH:13]=[CH:14][CH:15]=[C:10]2[C:9]([C:16]([O:18][C:19]([CH3:22])([CH3:21])[CH3:20])=[O:17])=[C:8]1[CH3:23])[CH3:6].Br[CH2:26][CH2:27][O:28][CH3:29], predict the reaction product. The product is: [C:19]([O:18][C:16]([C:9]1[C:10]2[C:11](=[N:12][CH:13]=[CH:14][CH:15]=2)[N:7]([CH:5]([CH:4]([O:3][CH2:26][CH2:27][O:28][CH3:29])[CH3:24])[CH3:6])[C:8]=1[CH3:23])=[O:17])([CH3:22])([CH3:21])[CH3:20]. (2) Given the reactants [CH2:1]([O:8][C:9]1[CH:14]=[CH:13][C:12](Br)=[C:11]([CH3:16])[C:10]=1[CH3:17])[C:2]1[CH:7]=[CH:6][CH:5]=[CH:4][CH:3]=1.[C:18]([O:22]CCCC)(=[O:21])[CH:19]=[CH2:20].CCN([CH:33]([CH3:35])[CH3:34])C(C)C.[CH3:36]N(C)C=O, predict the reaction product. The product is: [CH2:1]([O:8][C:9]1[CH:14]=[CH:13][C:12](/[CH:20]=[CH:19]/[C:18]([O:22][C:33]([CH3:34])([CH3:35])[CH3:36])=[O:21])=[C:11]([CH3:16])[C:10]=1[CH3:17])[C:2]1[CH:7]=[CH:6][CH:5]=[CH:4][CH:3]=1. (3) Given the reactants [C:1]([NH:5][C:6]1[C:7]([CH3:27])=[N:8][C:9]2[C:14]([N:15]=1)=[C:13]([C:16]1[NH:20][C:19]([CH:21]3[CH2:23][CH2:22]3)=[C:18]([C:24]([OH:26])=O)[CH:17]=1)[CH:12]=[CH:11][CH:10]=2)([CH3:4])([CH3:3])[CH3:2].CC[N:30](C(C)C)C(C)C.N.CN(C(ON1N=NC2C=CC=NC1=2)=[N+](C)C)C.F[P-](F)(F)(F)(F)F, predict the reaction product. The product is: [C:1]([NH:5][C:6]1[C:7]([CH3:27])=[N:8][C:9]2[C:14]([N:15]=1)=[C:13]([C:16]1[NH:20][C:19]([CH:21]3[CH2:22][CH2:23]3)=[C:18]([C:24]([NH2:30])=[O:26])[CH:17]=1)[CH:12]=[CH:11][CH:10]=2)([CH3:2])([CH3:4])[CH3:3]. (4) Given the reactants C([O:8][C:9](=O)[CH2:10][C@@H:11]1[C:16](=O)[N:15]([CH2:18][C:19]2[CH:24]=[CH:23][CH:22]=[CH:21][CH:20]=2)[CH2:14][C:13](=O)[NH:12]1)C1C=CC=CC=1.[H-].[Al+3].[Li+].[H-].[H-].[H-].O, predict the reaction product. The product is: [CH2:18]([N:15]1[CH2:14][CH2:13][NH:12][C@H:11]([CH2:10][CH2:9][OH:8])[CH2:16]1)[C:19]1[CH:20]=[CH:21][CH:22]=[CH:23][CH:24]=1.